Dataset: Full USPTO retrosynthesis dataset with 1.9M reactions from patents (1976-2016). Task: Predict the reactants needed to synthesize the given product. (1) Given the product [Cl:3][C:4]1[CH:5]=[CH:6][C:7]([NH:10][C:11](=[O:18])[C@@H:12]([O:17][C:33]2[N:32]=[CH:31][N:30]=[C:29]3[N:25]([C:21]4[N:20]([CH3:19])[CH:24]=[CH:23][N:22]=4)[N:26]=[CH:27][C:28]=23)[CH2:13][O:14][CH2:15][CH3:16])=[N:8][CH:9]=1, predict the reactants needed to synthesize it. The reactants are: [H-].[Na+].[Cl:3][C:4]1[CH:5]=[CH:6][C:7]([NH:10][C:11](=[O:18])[C@@H:12]([OH:17])[CH2:13][O:14][CH2:15][CH3:16])=[N:8][CH:9]=1.[CH3:19][N:20]1[CH:24]=[CH:23][N:22]=[C:21]1[N:25]1[C:29]2=[N:30][CH:31]=[N:32][C:33](OC3C=CC=CC=3)=[C:28]2[CH:27]=[N:26]1. (2) Given the product [Br:11][C:9]1[CH:8]=[C:4]([CH:3]=[C:2]([NH:18][C:13]2[CH:14]=[N:15][CH:16]=[CH:17][N:12]=2)[CH:10]=1)[C:5]([NH2:7])=[O:6], predict the reactants needed to synthesize it. The reactants are: Br[C:2]1[CH:3]=[C:4]([CH:8]=[C:9]([Br:11])[CH:10]=1)[C:5]([NH2:7])=[O:6].[N:12]1[CH:17]=[CH:16][N:15]=[CH:14][C:13]=1[NH2:18]. (3) Given the product [ClH:52].[ClH:52].[C:24]1([CH2:34][CH2:35][CH2:36][NH:1][CH2:2][CH2:3][NH:4][S:5]([C:8]2[C:9]3[CH:10]=[CH:11][N:12]=[CH:13][C:14]=3[CH:15]=[C:16]([C:18]3[CH:23]=[CH:22][CH:21]=[CH:20][CH:19]=3)[CH:17]=2)(=[O:7])=[O:6])[C:33]2[C:28](=[CH:29][CH:30]=[CH:31][CH:32]=2)[CH:27]=[CH:26][CH:25]=1, predict the reactants needed to synthesize it. The reactants are: [NH2:1][CH2:2][CH2:3][NH:4][S:5]([C:8]1[C:9]2[CH:10]=[CH:11][N:12]=[CH:13][C:14]=2[CH:15]=[C:16]([C:18]2[CH:23]=[CH:22][CH:21]=[CH:20][CH:19]=2)[CH:17]=1)(=[O:7])=[O:6].[C:24]1([CH2:34][CH2:35][CH:36]=O)[C:33]2[C:28](=[CH:29][CH:30]=[CH:31][CH:32]=2)[CH:27]=[CH:26][CH:25]=1.C(O[BH-](OC(=O)C)OC(=O)C)(=O)C.[Na+].[Cl:52]CCCl. (4) Given the product [N:1]1[CH:6]=[CH:5][CH:4]=[C:3]([N:7]2[C:10](=[O:14])[CH2:11][S:12][C:8]2=[S:9])[CH:2]=1, predict the reactants needed to synthesize it. The reactants are: [N:1]1[CH:6]=[CH:5][CH:4]=[C:3]([N:7]=[C:8]=[S:9])[CH:2]=1.[C:10]([O:14]C)(=O)[CH2:11][SH:12].C(N(CC)CC)C.